From a dataset of Peptide-MHC class I binding affinity with 185,985 pairs from IEDB/IMGT. Regression. Given a peptide amino acid sequence and an MHC pseudo amino acid sequence, predict their binding affinity value. This is MHC class I binding data. (1) The peptide sequence is FPVRPQVPL. The MHC is H-2-Dd with pseudo-sequence H-2-Dd. The binding affinity (normalized) is 0.249. (2) The peptide sequence is TTSDFFVNY. The MHC is HLA-A02:06 with pseudo-sequence HLA-A02:06. The binding affinity (normalized) is 0.0847. (3) The peptide sequence is SLGDPLHQA. The MHC is HLA-A26:01 with pseudo-sequence HLA-A26:01. The binding affinity (normalized) is 0.0847. (4) The MHC is H-2-Db with pseudo-sequence H-2-Db. The binding affinity (normalized) is 0.0852. The peptide sequence is PKISFEPI. (5) The peptide sequence is FAAPQFSLW. The MHC is HLA-B54:01 with pseudo-sequence HLA-B54:01. The binding affinity (normalized) is 0.588. (6) The binding affinity (normalized) is 0.246. The MHC is HLA-B35:01 with pseudo-sequence HLA-B35:01. The peptide sequence is YNIDRLNAL. (7) The peptide sequence is KLAEIFQPF. The MHC is HLA-A30:01 with pseudo-sequence HLA-A30:01. The binding affinity (normalized) is 0.0847. (8) The peptide sequence is IVSLCPTKK. The MHC is HLA-A02:01 with pseudo-sequence HLA-A02:01. The binding affinity (normalized) is 0.0925. (9) The peptide sequence is KRITVLDIGD. The MHC is Mamu-B03 with pseudo-sequence Mamu-B03. The binding affinity (normalized) is 0.581.